Predict the reactants needed to synthesize the given product. From a dataset of Full USPTO retrosynthesis dataset with 1.9M reactions from patents (1976-2016). (1) Given the product [CH3:35][N:4]1[CH:5]=[CH:6][C:7]([C:9]2[CH:14]=[CH:13][C:12]([C:15]3([N:18]4[CH2:23][CH2:22][C:21]([CH2:30][C:31]([CH3:33])=[CH2:32])([C:24]5[CH:29]=[CH:28][CH:27]=[CH:26][CH:25]=5)[O:20][C:19]4=[O:34])[CH2:16][CH2:17]3)=[CH:11][CH:10]=2)=[CH:8][C:3]1=[O:2], predict the reactants needed to synthesize it. The reactants are: C[O:2][C:3]1[CH:8]=[C:7]([C:9]2[CH:14]=[CH:13][C:12]([C:15]3([N:18]4[CH2:23][CH2:22][C:21]([CH2:30][C:31]([CH3:33])=[CH2:32])([C:24]5[CH:29]=[CH:28][CH:27]=[CH:26][CH:25]=5)[O:20][C:19]4=[O:34])[CH2:17][CH2:16]3)=[CH:11][CH:10]=2)[CH:6]=[CH:5][N:4]=1.[C:35]([O-])([O-])=O.[K+].[K+].IC. (2) Given the product [NH2:1][C:2]1[CH:12]=[CH:11][C:5]2[N:6]=[C:7]([S:10][CH3:19])[CH2:8][O:9][C:4]=2[C:3]=1[C:13]([O:15][CH3:16])=[O:14], predict the reactants needed to synthesize it. The reactants are: [NH2:1][C:2]1[CH:12]=[CH:11][C:5]2[NH:6][C:7](=[S:10])[CH2:8][O:9][C:4]=2[C:3]=1[C:13]([O:15][CH3:16])=[O:14].CI.[C:19](=O)([O-])[O-].[K+].[K+]. (3) Given the product [CH:1]1[C:10]2[C:5](=[CH:6][CH:7]=[CH:8][CH:9]=2)[CH:4]=[CH:3][C:2]=1[C:11]1[CH:16]=[CH:15][N:14]=[C:13]([N:17]2[CH2:21][CH2:20][C@H:19]([NH2:22])[CH2:18]2)[N:12]=1, predict the reactants needed to synthesize it. The reactants are: [CH:1]1[C:10]2[C:5](=[CH:6][CH:7]=[CH:8][CH:9]=2)[CH:4]=[CH:3][C:2]=1[C:11]1[CH:16]=[CH:15][N:14]=[C:13]([N:17]2[CH2:21][CH2:20][C@H:19]([NH:22]CC(F)(F)F)[CH2:18]2)[N:12]=1.B. (4) The reactants are: O.NN.F[C:5]1[C:10]([N:11]2[CH2:16][CH2:15][N:14]([CH3:17])[CH2:13][CH2:12]2)=[CH:9][CH:8]=[C:7]([N+:18]([O-])=O)[C:6]=1[NH2:21]. Given the product [CH:17]1([N:14]2[CH2:15][CH2:16][N:11]([C:10]3[CH:5]=[C:6]([NH2:21])[C:7]([NH2:18])=[CH:8][CH:9]=3)[CH2:12][CH2:13]2)[CH2:7][CH2:6][CH2:5][CH2:10]1, predict the reactants needed to synthesize it. (5) The reactants are: [C:1]([C:5]1[CH:30]=[C:8]2[N:9]=[C:10]([CH3:29])[C:11]([CH:21]([CH2:26][CH2:27][CH3:28])[C:22]([O:24]C)=[O:23])=[C:12]([C:13]3[CH:18]=[CH:17][C:16]([CH3:19])=[CH:15][C:14]=3[CH3:20])[N:7]2[N:6]=1)([CH3:4])([CH3:3])[CH3:2].[OH-].[Na+]. Given the product [C:1]([C:5]1[CH:30]=[C:8]2[N:9]=[C:10]([CH3:29])[C:11]([CH:21]([CH2:26][CH2:27][CH3:28])[C:22]([OH:24])=[O:23])=[C:12]([C:13]3[CH:18]=[CH:17][C:16]([CH3:19])=[CH:15][C:14]=3[CH3:20])[N:7]2[N:6]=1)([CH3:3])([CH3:4])[CH3:2], predict the reactants needed to synthesize it. (6) Given the product [C:3]([S:6][C:8]1[CH:13]=[C:12]([S:6][C:3]([CH3:5])([CH3:4])[CH3:2])[C:11]([S:6][C:3]([CH3:5])([CH3:4])[CH3:2])=[CH:10][C:9]=1[S:6][C:3]([CH3:5])([CH3:4])[CH3:2])([CH3:5])([CH3:4])[CH3:2], predict the reactants needed to synthesize it. The reactants are: [Na].[CH3:2][C:3]([SH:6])([CH3:5])[CH3:4].Cl[C:8]1[CH:13]=[C:12](Cl)[C:11](Cl)=[CH:10][C:9]=1Cl. (7) Given the product [CH:21]1([O:20][C:13]2[C:14]([O:18][CH3:19])=[CH:15][CH:16]=[C:17]3[C:12]=2[O:11][C:10](=[O:26])[CH:9]=[C:8]3[NH:30][C:29]2[C:31]([Cl:36])=[CH:32][CH:33]=[C:34]([CH3:35])[C:28]=2[Cl:27])[CH2:25][CH2:24][CH2:23][CH2:22]1, predict the reactants needed to synthesize it. The reactants are: CC(C)([O-])C.[K+].Cl[C:8]1[C:17]2[C:12](=[C:13]([O:20][CH:21]3[CH2:25][CH2:24][CH2:23][CH2:22]3)[C:14]([O:18][CH3:19])=[CH:15][CH:16]=2)[O:11][C:10](=[O:26])[CH:9]=1.[Cl:27][C:28]1[C:34]([CH3:35])=[CH:33][CH:32]=[C:31]([Cl:36])[C:29]=1[NH2:30].OP([O-])(O)=O.[K+]. (8) Given the product [NH2:11][C:9]1[C:10]2=[C:2]([C:38]3[CH:37]=[CH:36][C:35]([NH:34][C:32]([NH:31][C:22]4[CH:23]=[C:24]([C:27]([F:28])([F:30])[F:29])[CH:25]=[CH:26][C:21]=4[Cl:20])=[O:33])=[CH:40][CH:39]=3)[C:3]([CH3:19])=[C:4]([CH2:12][N:13]3[CH2:18][CH2:17][O:16][CH2:15][CH2:14]3)[N:5]2[N:6]=[CH:7][N:8]=1, predict the reactants needed to synthesize it. The reactants are: Br[C:2]1[C:3]([CH3:19])=[C:4]([CH2:12][N:13]2[CH2:18][CH2:17][O:16][CH2:15][CH2:14]2)[N:5]2[C:10]=1[C:9]([NH2:11])=[N:8][CH:7]=[N:6]2.[Cl:20][C:21]1[CH:26]=[CH:25][C:24]([C:27]([F:30])([F:29])[F:28])=[CH:23][C:22]=1[NH:31][C:32]([NH:34][C:35]1[CH:40]=[CH:39][C:38](B2OC(C)(C)C(C)(C)O2)=[CH:37][CH:36]=1)=[O:33].FC1C=CC(C(F)(F)F)=CC=1NC(NC1C=CC(B2OC(C)(C)C(C)(C)O2)=CC=1)=O. (9) Given the product [CH:1]([C:2]1[CH:9]=[CH:8][C:5]([C:6]#[N:7])=[CH:4][N:3]=1)=[O:11], predict the reactants needed to synthesize it. The reactants are: [CH3:1][C:2]1[CH:9]=[CH:8][C:5]([C:6]#[N:7])=[CH:4][N:3]=1.[Se](=O)=[O:11]. (10) Given the product [Cl:8][C:6]1[C:5]([CH3:9])=[CH:4][N:3]=[C:2]([N:10]2[CH2:15][CH2:14][CH:13]([C:16]([NH2:18])=[O:17])[CH2:12][CH2:11]2)[N:7]=1, predict the reactants needed to synthesize it. The reactants are: Cl[C:2]1[N:7]=[C:6]([Cl:8])[C:5]([CH3:9])=[CH:4][N:3]=1.[NH:10]1[CH2:15][CH2:14][CH:13]([C:16]([NH2:18])=[O:17])[CH2:12][CH2:11]1.